From a dataset of Catalyst prediction with 721,799 reactions and 888 catalyst types from USPTO. Predict which catalyst facilitates the given reaction. (1) The catalyst class is: 25. Reactant: [NH2:1][C@@H:2]([C:5]1[N:6]([S:13]([C:16]2[CH:22]=[CH:21][C:19]([CH3:20])=[CH:18][CH:17]=2)(=[O:15])=[O:14])[CH:7]=[CH:8][C:9]=1[C:10](O)=[O:11])[CH2:3][CH3:4].FC(F)(F)C(O)=O.N[C@@H](C1N(S(C2C=CC(C)=CC=2)(=O)=O)C=CC=1C(O)=O)CC.CCN(C(C)C)C(C)C.CCCP1(OP(CCC)(=O)OP(CCC)(=O)O1)=O. Product: [CH2:3]([C@@H:2]1[C:5]2[N:6]([S:13]([C:16]3[CH:22]=[CH:21][C:19]([CH3:20])=[CH:18][CH:17]=3)(=[O:15])=[O:14])[CH:7]=[CH:8][C:9]=2[C:10](=[O:11])[NH:1]1)[CH3:4]. (2) Reactant: [C:1]([O:5][C:6]([NH:8][CH2:9][C@@H:10]1[CH2:15][CH2:14][C@H:13]([C:16]([O:18]CCCC)=[O:17])[CH2:12][CH2:11]1)=[O:7])([CH3:4])([CH3:3])[CH3:2].[OH-].[Na+]. Product: [C:1]([O:5][C:6]([NH:8][CH2:9][C@@H:10]1[CH2:11][CH2:12][C@H:13]([C:16]([OH:18])=[O:17])[CH2:14][CH2:15]1)=[O:7])([CH3:4])([CH3:2])[CH3:3]. The catalyst class is: 5. (3) Reactant: [CH3:1][N:2]1[C:6]([C:7]2[S:16][C:10]3[N:11]=[CH:12][N:13]=[C:14]([NH2:15])[C:9]=3[CH:8]=2)=[C:5]([C:17]2[CH:22]=[CH:21][CH:20]=[CH:19][CH:18]=2)[N:4]=[CH:3]1.[CH3:23][C:24](N(C)C)=[O:25].CCN(C(C)C)C(C)C.C(OC(=O)C)(=O)C. Product: [CH3:1][N:2]1[C:6]([C:7]2[S:16][C:10]3[N:11]=[CH:12][N:13]=[C:14]([NH:15][C:24](=[O:25])[CH3:23])[C:9]=3[CH:8]=2)=[C:5]([C:17]2[CH:18]=[CH:19][CH:20]=[CH:21][CH:22]=2)[N:4]=[CH:3]1. The catalyst class is: 6. (4) Reactant: [O:1]=[C:2]1[C:11]2[CH:10]=[C:9]([C:12]([O:14][CH3:15])=[O:13])[CH:8]=[CH:7][C:6]=2[CH2:5][CH2:4][CH2:3]1.[F:16][B-](F)(F)F.F[B-](F)(F)F.F[N+]12CC[N+](O)(CC1)CC2. Product: [F:16][CH:3]1[C:2](=[O:1])[C:11]2[CH:10]=[C:9]([C:12]([O:14][CH3:15])=[O:13])[CH:8]=[CH:7][C:6]=2[CH2:5][CH2:4]1. The catalyst class is: 5. (5) Reactant: Cl[C:2](Cl)(Cl)[CH:3]([OH:5])O.[O-]S([O-])(=O)=O.[Na+].[Na+].S(O)(O)(=O)=O.[NH2:20][OH:21].[NH2:22][C:23]1[CH:24]=[C:25]2[C:29](=[CH:30][CH:31]=1)[CH2:28][CH2:27][CH2:26]2.Cl. Product: [OH:21][N:20]=[CH:2][C:3]([NH:22][C:23]1[CH:24]=[C:25]2[C:29](=[CH:30][CH:31]=1)[CH2:28][CH2:27][CH2:26]2)=[O:5]. The catalyst class is: 6. (6) Reactant: [Br:1][C:2]1[C:3](Cl)=[C:4]([N+:9]([O-:11])=[O:10])[C:5]([NH2:8])=[N:6][CH:7]=1.[CH2:13]([N:17]1[CH2:22][CH2:21][NH:20][CH2:19][CH2:18]1)[CH:14]([CH3:16])[CH3:15].C(N(C(C)C)CC)(C)C. Product: [Br:1][C:2]1[C:3]([N:20]2[CH2:21][CH2:22][N:17]([CH2:13][CH:14]([CH3:16])[CH3:15])[CH2:18][CH2:19]2)=[C:4]([N+:9]([O-:11])=[O:10])[C:5]([NH2:8])=[N:6][CH:7]=1. The catalyst class is: 32. (7) Reactant: [CH2:1]([OH:3])[CH3:2].[H-].[Na+].Cl[C:7]1[C:12]2[CH:13]=[CH:14][O:15][C:11]=2[CH:10]=[CH:9][N:8]=1.O. Product: [CH2:1]([O:3][C:7]1[C:12]2[CH:13]=[CH:14][O:15][C:11]=2[CH:10]=[CH:9][N:8]=1)[CH3:2]. The catalyst class is: 1. (8) Reactant: [OH:1][C:2]1[CH:7]=[CH:6][C:5]([N:8]2[CH2:13][CH2:12][CH:11]([N:14]([CH3:32])[C:15]([N:17]3[CH:21]=[C:20]([C:22]4[CH:27]=[CH:26][CH:25]=[C:24]([NH:28][C:29]([NH2:31])=[O:30])[CH:23]=4)[N:19]=[CH:18]3)=[O:16])[CH2:10][CH2:9]2)=[CH:4][CH:3]=1.[ClH:33].C(OCC)C. Product: [ClH:33].[OH:1][C:2]1[CH:3]=[CH:4][C:5]([N:8]2[CH2:13][CH2:12][CH:11]([N:14]([CH3:32])[C:15]([N:17]3[CH:21]=[C:20]([C:22]4[CH:27]=[CH:26][CH:25]=[C:24]([NH:28][C:29]([NH2:31])=[O:30])[CH:23]=4)[N:19]=[CH:18]3)=[O:16])[CH2:10][CH2:9]2)=[CH:6][CH:7]=1. The catalyst class is: 370.